From a dataset of Forward reaction prediction with 1.9M reactions from USPTO patents (1976-2016). Predict the product of the given reaction. (1) Given the reactants [Cl:1][C:2]1C=C(Cl)[N:5]=[C:4](N2CCOCC2)[N:3]=1.[NH:15]1[CH2:20][CH2:19]S(=O)(=O)[CH2:17][CH2:16]1.[CH3:23][CH2:24][OH:25].C1COCC1, predict the reaction product. The product is: [Cl:1][C:2]1[N:3]=[CH:4][N:5]=[C:16]([N:15]2[CH2:23][CH2:24][O:25][CH2:19][CH2:20]2)[CH:17]=1. (2) Given the reactants [Cl:1][C:2]1[CH:7]=[CH:6][C:5]([OH:8])=[CH:4][CH:3]=1.C(=O)([O-])[O-].[K+].[K+].Br[CH2:16][C:17]1[CH:24]=[CH:23][CH:22]=[C:21]([N+:25]([O-:27])=[O:26])[C:18]=1[C:19]#[N:20], predict the reaction product. The product is: [Cl:1][C:2]1[CH:7]=[CH:6][C:5]([O:8][CH2:16][C:17]2[CH:24]=[CH:23][CH:22]=[C:21]([N+:25]([O-:27])=[O:26])[C:18]=2[C:19]#[N:20])=[CH:4][CH:3]=1. (3) Given the reactants [CH:1]1([N:5]2[CH2:11][CH2:10][C:9]3[CH:12]=[CH:13][C:14]([O:16][C:17]4[CH:22]=[CH:21][C:20](I)=[CH:19][C:18]=4[F:24])=[CH:15][C:8]=3[CH2:7][CH2:6]2)[CH2:4][CH2:3][CH2:2]1.[CH3:25][N:26]1[CH2:30][CH2:29][NH:28][C:27]1=[O:31].C(=O)([O-])[O-].[K+].[K+].CNCCNC, predict the reaction product. The product is: [CH:1]1([N:5]2[CH2:11][CH2:10][C:9]3[CH:12]=[CH:13][C:14]([O:16][C:17]4[CH:22]=[CH:21][C:20]([N:28]5[CH2:29][CH2:30][N:26]([CH3:25])[C:27]5=[O:31])=[CH:19][C:18]=4[F:24])=[CH:15][C:8]=3[CH2:7][CH2:6]2)[CH2:4][CH2:3][CH2:2]1. (4) Given the reactants [CH2:1]([O:3][C:4]([C:6]1[O:7][C:8]2[CH:14]=[CH:13][C:12]([C:15]([C:20]3[CH:25]=[CH:24][C:23]([O:26][CH2:27][C:28](=[O:33])[C:29]([CH3:32])([CH3:31])[CH3:30])=[C:22]([CH3:34])[CH:21]=3)([CH2:18][CH3:19])[CH2:16][CH3:17])=[CH:11][C:9]=2[CH:10]=1)=[O:5])[CH3:2].[BH4-].[Na+], predict the reaction product. The product is: [CH2:1]([O:3][C:4]([C:6]1[O:7][C:8]2[CH:14]=[CH:13][C:12]([C:15]([CH2:18][CH3:19])([C:20]3[CH:25]=[CH:24][C:23]([O:26][CH2:27][CH:28]([OH:33])[C:29]([CH3:31])([CH3:30])[CH3:32])=[C:22]([CH3:34])[CH:21]=3)[CH2:16][CH3:17])=[CH:11][C:9]=2[CH:10]=1)=[O:5])[CH3:2]. (5) Given the reactants [Cl:1][C:2]1[CH:7]=[CH:6][CH:5]=[CH:4][C:3]=1[C:8]1[C:12]([C:13]([N:15]2[CH2:20][CH2:19][N:18](C(OC(C)(C)C)=O)[CH2:17][CH2:16]2)=[O:14])=[C:11]([CH3:28])[O:10][N:9]=1.C(O)(C(F)(F)F)=O, predict the reaction product. The product is: [Cl:1][C:2]1[CH:7]=[CH:6][CH:5]=[CH:4][C:3]=1[C:8]1[C:12]([C:13]([N:15]2[CH2:16][CH2:17][NH:18][CH2:19][CH2:20]2)=[O:14])=[C:11]([CH3:28])[O:10][N:9]=1. (6) Given the reactants [CH2:1]([O:3][C:4]1[CH:9]=[CH:8][C:7]([F:10])=[CH:6][C:5]=1[C:11]1[C:12]2[NH:19][C:18]([CH3:20])=[C:17]([C:21]([NH:23][CH:24]3[CH2:29][CH2:28][NH:27][CH2:26][CH2:25]3)=[O:22])[C:13]=2[N:14]=[CH:15][N:16]=1)[CH3:2].[C:30](Cl)(=[O:33])[CH2:31][CH3:32], predict the reaction product. The product is: [CH2:1]([O:3][C:4]1[CH:9]=[CH:8][C:7]([F:10])=[CH:6][C:5]=1[C:11]1[C:12]2[NH:19][C:18]([CH3:20])=[C:17]([C:21]([NH:23][CH:24]3[CH2:25][CH2:26][N:27]([C:30](=[O:33])[CH2:31][CH3:32])[CH2:28][CH2:29]3)=[O:22])[C:13]=2[N:14]=[CH:15][N:16]=1)[CH3:2]. (7) Given the reactants [CH3:1][S:2]([N:5]([C:13]1[CH:14]=[C:15]([O:27][CH2:28][CH:29]2[O:31][CH2:30]2)[CH:16]=[CH:17][C:18]=1[O:19][CH2:20][C:21]1[CH:26]=[CH:25][CH:24]=[CH:23][CH:22]=1)C(OC(C)(C)C)=O)(=[O:4])=[O:3].[NH2:32][CH:33]1[CH2:42][CH2:41][C:40]2[C:35](=[CH:36][C:37]([O:43][CH2:44][C:45]([N:47]3[CH2:52][CH2:51][CH2:50][CH2:49][CH2:48]3)=[O:46])=[CH:38][CH:39]=2)[CH2:34]1, predict the reaction product. The product is: [CH3:1][S:2]([NH:5][C:13]1[CH:14]=[C:15]([CH:16]=[CH:17][C:18]=1[O:19][CH2:20][C:21]1[CH:26]=[CH:25][CH:24]=[CH:23][CH:22]=1)[O:27][CH2:28][CH:29]([OH:31])[CH2:30][NH:32][CH:33]1[CH2:42][CH2:41][C:40]2[C:35](=[CH:36][C:37]([O:43][CH2:44][C:45]([N:47]3[CH2:52][CH2:51][CH2:50][CH2:49][CH2:48]3)=[O:46])=[CH:38][CH:39]=2)[CH2:34]1)(=[O:4])=[O:3]. (8) Given the reactants [NH2:1][C:2]1[CH:10]=[C:9]2[C:5]([CH2:6][O:7][C:8]2=[O:11])=[CH:4][CH:3]=1.[C:12](Cl)(=[O:19])[O:13][CH2:14][C:15]([Cl:18])([Cl:17])[Cl:16].N1C=CC=CC=1, predict the reaction product. The product is: [Cl:16][C:15]([Cl:18])([Cl:17])[CH2:14][O:13][C:12](=[O:19])[NH:1][C:2]1[CH:10]=[C:9]2[C:5](=[CH:4][CH:3]=1)[CH2:6][O:7][C:8]2=[O:11].